This data is from Forward reaction prediction with 1.9M reactions from USPTO patents (1976-2016). The task is: Predict the product of the given reaction. (1) Given the reactants Br[C:2]1[CH:3]=[CH:4][C:5]([N:16]2[CH2:20][CH2:19][CH:18]([O:21][CH3:22])[CH2:17]2)=[C:6](/[CH:8]=[C:9](\[CH3:15])/[C:10]([O:12][CH2:13][CH3:14])=[O:11])[CH:7]=1.[CH2:23]([O:27][CH2:28][CH2:29][O:30][C:31]1[CH:36]=[CH:35][C:34](OB(O)O)=[CH:33][CH:32]=1)[CH2:24][CH2:25][CH3:26].C(=O)([O-])[O-].[K+].[K+], predict the reaction product. The product is: [CH2:23]([O:27][CH2:28][CH2:29][O:30][C:31]1[CH:32]=[CH:33][C:34]([C:2]2[CH:3]=[CH:4][C:5]([N:16]3[CH2:20][CH2:19][CH:18]([O:21][CH3:22])[CH2:17]3)=[C:6](/[CH:8]=[C:9](\[CH3:15])/[C:10]([O:12][CH2:13][CH3:14])=[O:11])[CH:7]=2)=[CH:35][CH:36]=1)[CH2:24][CH2:25][CH3:26]. (2) Given the reactants C([O:3][C:4](=[O:41])[CH2:5][CH2:6][CH2:7][O:8][C:9]1[CH:14]=[CH:13][CH:12]=[C:11]([CH2:15][CH2:16][CH2:17][CH2:18][CH2:19][CH2:20][O:21][C:22]2[CH:27]=[C:26]([C:28](=[O:32])[N:29]([CH3:31])[CH3:30])[CH:25]=[C:24](Br)[CH:23]=2)[C:10]=1[CH2:34][CH2:35][C:36]([O:38]CC)=[O:37])C.[F:42][C:43]1[CH:48]=[CH:47][C:46](B(O)O)=[CH:45][CH:44]=1, predict the reaction product. The product is: [C:36]([CH2:35][CH2:34][C:10]1[C:11]([CH2:15][CH2:16][CH2:17][CH2:18][CH2:19][CH2:20][O:21][C:22]2[CH:23]=[C:24]([C:46]3[CH:47]=[CH:48][C:43]([F:42])=[CH:44][CH:45]=3)[CH:25]=[C:26]([C:28](=[O:32])[N:29]([CH3:30])[CH3:31])[CH:27]=2)=[CH:12][CH:13]=[CH:14][C:9]=1[O:8][CH2:7][CH2:6][CH2:5][C:4]([OH:41])=[O:3])([OH:38])=[O:37]. (3) Given the reactants [CH3:1][C:2]([NH:4][CH2:5][C@@H:6]1[O:11][C:9](=[O:10])[N:8]([C:12]2[CH:13]=[CH:14][C:15]([N:19]3[CH2:24][CH2:23][O:22][CH2:21][CH2:20]3)=[C:16]([F:18])[CH:17]=2)[CH2:7]1)=[O:3].[S:25](=[O:29])(=[O:28])([OH:27])[OH:26], predict the reaction product. The product is: [CH3:1][C:2]([NH:4][CH2:5][C@@H:6]1[O:11][C:9](=[O:10])[N:8]([C:12]2[CH:13]=[CH:14][C:15]([N:19]3[CH2:24][CH2:23][O:22][CH2:21][CH2:20]3)=[C:16]([F:18])[CH:17]=2)[CH2:7]1)=[O:3].[S:25]([O-:29])([O-:28])(=[O:27])=[O:26].